Dataset: Reaction yield outcomes from USPTO patents with 853,638 reactions. Task: Predict the reaction yield, written as a fraction of the theoretical maximum amount of product (1.0 means a 100% yield; for example, 0.34 means a 34% yield). (1) The reactants are [C:1]([Br:5])(Br)(Br)[Br:2].C1C=CC(P(C2C=CC=CC=2)C2C=CC=CC=2)=CC=1.[CH3:25]/[C:26](/[CH2:32][CH2:33][CH2:34][CH2:35][CH2:36][CH2:37][CH2:38][CH2:39][CH3:40])=[CH:27]\[CH2:28][CH2:29][CH:30]=O. The catalyst is ClCCl. The product is [Br:2][C:1]([Br:5])=[CH:30][CH2:29][CH2:28]/[CH:27]=[C:26](\[CH3:25])/[CH2:32][CH2:33][CH2:34][CH2:35][CH2:36][CH2:37][CH2:38][CH2:39][CH3:40]. The yield is 0.776. (2) The reactants are [O:1]=[C:2]([O:23][CH2:24][CH:25]=[CH2:26])[CH2:3][O:4][NH:5][CH:6]1[C:15]2[C:10](=[CH:11][CH:12]=[CH:13][CH:14]=2)[NH:9][N:8](C(OC(C)(C)C)=O)[CH2:7]1.[ClH:27]. The catalyst is C(OCC)(=O)C. The product is [ClH:27].[ClH:27].[NH:9]1[C:10]2[C:15](=[CH:14][CH:13]=[CH:12][CH:11]=2)[CH:6]([NH:5][O:4][CH2:3][C:2]([O:23][CH2:24][CH:25]=[CH2:26])=[O:1])[CH2:7][NH:8]1. The yield is 0.990. (3) The reactants are [CH3:1][C:2]([O-:5])(C)[CH3:3].[K+].[C:7]1([CH2:13][C:14]([O:16]C)=O)[CH:12]=[CH:11][CH:10]=[CH:9][CH:8]=1.CC(C)=O.Cl. The catalyst is C1COCC1. The product is [C:7]1([CH2:13][C:14](=[O:16])[CH2:1][C:2](=[O:5])[CH3:3])[CH:8]=[CH:9][CH:10]=[CH:11][CH:12]=1. The yield is 0.191. (4) The yield is 0.760. The reactants are CO[C:3](OC)([N:5]([CH3:7])[CH3:6])[CH3:4].[NH2:10][C:11]([NH2:13])=[S:12]. The product is [NH2:10][C:11](/[N:13]=[C:3](/[N:5]([CH3:7])[CH3:6])\[CH3:4])=[S:12]. The catalyst is C(Cl)Cl. (5) The reactants are C1(C[N:8]2[CH2:13][CH2:12][CH:11]([N:14]3[C:23](=[O:24])[C:22]4[C:17](=[CH:18][CH:19]=[CH:20][CH:21]=4)[NH:16][C:15]3=[O:25])[CH2:10][CH2:9]2)C=CC=CC=1.[K+].[Br-]. The yield is 0.700. The catalyst is [Pd]. The product is [NH:8]1[CH2:9][CH2:10][CH:11]([N:14]2[C:23](=[O:24])[C:22]3[C:17](=[CH:18][CH:19]=[CH:20][CH:21]=3)[NH:16][C:15]2=[O:25])[CH2:12][CH2:13]1.